Dataset: Catalyst prediction with 721,799 reactions and 888 catalyst types from USPTO. Task: Predict which catalyst facilitates the given reaction. (1) Reactant: [NH:1]1[C:9]2[C:4](=[C:5]([C:10]3[N:11]=[C:12]([N:25]4[CH2:30][CH2:29][O:28][CH2:27][CH2:26]4)[C:13]4[O:18][C:17]5[N:19]=[CH:20][C:21]([CH:23]=O)=[CH:22][C:16]=5[C:14]=4[N:15]=3)[CH:6]=[CH:7][CH:8]=2)[CH:3]=[CH:2]1.[BH3-]C#N.[Na+].[BH-](OC(C)=O)(OC(C)=O)OC(C)=O.[Na+].[CH:49]1([NH:52][CH3:53])[CH2:51][CH2:50]1. Product: [CH:49]1([N:52]([CH2:23][C:21]2[CH:20]=[N:19][C:17]3[O:18][C:13]4[C:12]([N:25]5[CH2:26][CH2:27][O:28][CH2:29][CH2:30]5)=[N:11][C:10]([C:5]5[CH:6]=[CH:7][CH:8]=[C:9]6[C:4]=5[CH:3]=[CH:2][NH:1]6)=[N:15][C:14]=4[C:16]=3[CH:22]=2)[CH3:53])[CH2:51][CH2:50]1. The catalyst class is: 655. (2) Reactant: [C:1]([C:9]1[NH:13][C:12]2[CH:14]=[CH:15][C:16]([C:18]#[N:19])=[CH:17][C:11]=2[N:10]=1)(=[O:8])[C:2]1[CH:7]=[CH:6][CH:5]=[CH:4][CH:3]=1.[CH2:20](O)[CH2:21][OH:22].C1(C)C=CC(S(O)(=O)=O)=CC=1.O. Product: [C:2]1([C:1]2([C:9]3[NH:13][C:12]4[CH:14]=[CH:15][C:16]([C:18]#[N:19])=[CH:17][C:11]=4[N:10]=3)[O:22][CH2:21][CH2:20][O:8]2)[CH:3]=[CH:4][CH:5]=[CH:6][CH:7]=1. The catalyst class is: 11. (3) Reactant: C([O:3][C:4]([C:6]1[S:10][C:9]([C:11]2[CH:12]=[N:13][CH:14]=[CH:15][CH:16]=2)=[N:8][C:7]=1[C:17]([F:20])([F:19])[F:18])=[O:5])C.[OH-].[Na+].Cl.O. Product: [N:13]1[CH:14]=[CH:15][CH:16]=[C:11]([C:9]2[S:10][C:6]([C:4]([OH:5])=[O:3])=[C:7]([C:17]([F:19])([F:20])[F:18])[N:8]=2)[CH:12]=1. The catalyst class is: 5. (4) Reactant: [CH2:1]([O:8][C:9]1[CH:10]=[C:11]([O:28][C:29]2[CH:34]=[CH:33][C:32]([S:35]([CH3:38])(=[O:37])=[O:36])=[CH:31][CH:30]=2)[CH:12]=[C:13]2[C:17]=1[NH:16][C:15]([C:18]1[S:19][C:20]([C:23](OCC)=[O:24])=[CH:21][N:22]=1)=[CH:14]2)[C:2]1[CH:7]=[CH:6][CH:5]=[CH:4][CH:3]=1.[H-].[Al+3].[Li+].[H-].[H-].[H-].[H][H].[Cl-].[NH4+]. Product: [CH2:1]([O:8][C:9]1[CH:10]=[C:11]([O:28][C:29]2[CH:34]=[CH:33][C:32]([S:35]([CH3:38])(=[O:36])=[O:37])=[CH:31][CH:30]=2)[CH:12]=[C:13]2[C:17]=1[NH:16][C:15]([C:18]1[S:19][C:20]([CH2:23][OH:24])=[CH:21][N:22]=1)=[CH:14]2)[C:2]1[CH:7]=[CH:6][CH:5]=[CH:4][CH:3]=1. The catalyst class is: 214.